This data is from Catalyst prediction with 721,799 reactions and 888 catalyst types from USPTO. The task is: Predict which catalyst facilitates the given reaction. (1) Reactant: [CH3:1][O:2][C:3](=[O:10])[CH:4]=[C:5]([NH2:9])[CH:6]1[CH2:8][CH2:7]1.[CH3:11][O:12][C:13](=[O:16])[C:14]#[CH:15]. Product: [CH3:11][O:12][C:13](=[O:16])[CH:14]=[CH:15][C:4](=[C:5]([NH2:9])[CH:6]1[CH2:8][CH2:7]1)[C:3]([O:2][CH3:1])=[O:10]. The catalyst class is: 11. (2) Reactant: [CH:1]1([CH2:4][O:5][C:6]2[CH:14]=[CH:13][C:9]3[O:10][CH2:11][O:12][C:8]=3[C:7]=2[C:15]2[C:16]3[NH:23][CH:22]=[C:21]([C:24](O)=[O:25])[C:17]=3[N:18]=[CH:19][N:20]=2)[CH2:3][CH2:2]1.CCN(C(C)C)C(C)C.CN(C(ON1N=NC2C=CC=CC1=2)=[N+](C)C)C.F[P-](F)(F)(F)(F)F.Cl.[NH2:61][C@H:62]([CH2:92][CH2:93][C:94]1[CH:99]=[CH:98][CH:97]=[CH:96][CH:95]=1)[C:63]([N:65]1[CH2:70][CH2:69][CH:68]([N:71]2[N:80]=[C:79]([C:81]3[CH:86]=[CH:85][C:84]([O:87][CH3:88])=[C:83]([O:89][CH3:90])[CH:82]=3)[C@@H:78]3[C@@H:73]([CH2:74][CH2:75][CH2:76][CH2:77]3)[C:72]2=[O:91])[CH2:67][CH2:66]1)=[O:64].C(=O)(O)[O-].[Na+]. Product: [CH:1]1([CH2:4][O:5][C:6]2[CH:14]=[CH:13][C:9]3[O:10][CH2:11][O:12][C:8]=3[C:7]=2[C:15]2[C:16]3[NH:23][CH:22]=[C:21]([C:24]([NH:61][C@H:62]([CH2:92][CH2:93][C:94]4[CH:95]=[CH:96][CH:97]=[CH:98][CH:99]=4)[C:63]([N:65]4[CH2:66][CH2:67][CH:68]([N:71]5[N:80]=[C:79]([C:81]6[CH:86]=[CH:85][C:84]([O:87][CH3:88])=[C:83]([O:89][CH3:90])[CH:82]=6)[C@@H:78]6[C@@H:73]([CH2:74][CH2:75][CH2:76][CH2:77]6)[C:72]5=[O:91])[CH2:69][CH2:70]4)=[O:64])=[O:25])[C:17]=3[N:18]=[CH:19][N:20]=2)[CH2:2][CH2:3]1. The catalyst class is: 2. (3) Reactant: [CH3:1][O:2][C:3]1[CH:4]=[C:5]([CH:8]=[C:9]([O:12][CH3:13])[C:10]=1[OH:11])[C:6]#[N:7].C(=O)([O-])[O-].[K+].[K+].Cl.Cl[CH2:22][CH2:23][N:24]1[CH2:29][CH2:28][O:27][CH2:26][CH2:25]1. Product: [CH3:13][O:12][C:9]1[CH:8]=[C:5]([CH:4]=[C:3]([O:2][CH3:1])[C:10]=1[O:11][CH2:22][CH2:23][N:24]1[CH2:29][CH2:28][O:27][CH2:26][CH2:25]1)[C:6]#[N:7]. The catalyst class is: 44. (4) Reactant: [N:1]([C@H:4]([C:23](=[O:36])N1[C@H](C2C=CC=CC=2)COC1=O)[C@H:5]([C:7]1[C:15]2[C:10](=[CH:11][CH:12]=[CH:13][CH:14]=2)[N:9]([C:16]([O:18][C:19]([CH3:22])([CH3:21])[CH3:20])=[O:17])[CH:8]=1)[CH3:6])=[N+:2]=[N-:3].OO.[OH-:39].[Li+]. Product: [N:1]([C@@H:4]([C@H:5]([C:7]1[C:15]2[C:10](=[CH:11][CH:12]=[CH:13][CH:14]=2)[N:9]([C:16]([O:18][C:19]([CH3:20])([CH3:22])[CH3:21])=[O:17])[CH:8]=1)[CH3:6])[C:23]([OH:36])=[O:39])=[N+:2]=[N-:3]. The catalyst class is: 90.